This data is from Reaction yield outcomes from USPTO patents with 853,638 reactions. The task is: Predict the reaction yield, written as a fraction of the theoretical maximum amount of product (1.0 means a 100% yield; for example, 0.34 means a 34% yield). The reactants are [NH2:1][C:2]1[N:7]=[CH:6][C:5]([C@@H:8]2[CH2:12][CH2:11][N:10]([C:13]([O:15][C:16]([CH3:19])([CH3:18])[CH3:17])=[O:14])[CH2:9]2)=[CH:4][CH:3]=1.Br[C:21]1[C:22](=[O:29])[N:23]([CH3:28])[N:24]=[C:25]([Cl:27])[CH:26]=1.C1(P(C2C=CC=CC=2)C2C3OC4C(=CC=CC=4P(C4C=CC=CC=4)C4C=CC=CC=4)C(C)(C)C=3C=CC=2)C=CC=CC=1.C(=O)([O-])[O-].[Cs+].[Cs+]. The catalyst is O1CCOCC1.C1C=CC(/C=C/C(/C=C/C2C=CC=CC=2)=O)=CC=1.C1C=CC(/C=C/C(/C=C/C2C=CC=CC=2)=O)=CC=1.C1C=CC(/C=C/C(/C=C/C2C=CC=CC=2)=O)=CC=1.[Pd].[Pd]. The product is [Cl:27][C:25]1[CH:26]=[C:21]([NH:1][C:2]2[N:7]=[CH:6][C:5]([C@@H:8]3[CH2:12][CH2:11][N:10]([C:13]([O:15][C:16]([CH3:19])([CH3:18])[CH3:17])=[O:14])[CH2:9]3)=[CH:4][CH:3]=2)[C:22](=[O:29])[N:23]([CH3:28])[N:24]=1. The yield is 0.960.